Dataset: Reaction yield outcomes from USPTO patents with 853,638 reactions. Task: Predict the reaction yield, written as a fraction of the theoretical maximum amount of product (1.0 means a 100% yield; for example, 0.34 means a 34% yield). (1) The reactants are [C:1]([O:5][C:6]([C:8]1[CH:9]=[C:10]([C:14]2[C:19]([CH3:20])=[CH:18][CH:17]=[CH:16][N+:15]=2[O-])[CH:11]=[CH:12][CH:13]=1)=[O:7])([CH3:4])([CH3:3])[CH3:2].[N:22]1C=CC=CC=1.CS(OS(C)(=O)=O)(=O)=O.C(CN)O. The catalyst is C(#N)C.O. The product is [C:1]([O:5][C:6](=[O:7])[C:8]1[CH:13]=[CH:12][CH:11]=[C:10]([C:14]2[C:19]([CH3:20])=[CH:18][CH:17]=[C:16]([NH2:22])[N:15]=2)[CH:9]=1)([CH3:4])([CH3:3])[CH3:2]. The yield is 0.530. (2) The reactants are [NH2:1][C:2]1[CH:7]=[CH:6][C:5]([C:8]2[C:16]3[C:15]([NH2:17])=[N:14][CH:13]=[N:12][C:11]=3[S:10][C:9]=2[CH3:18])=[CH:4][CH:3]=1.[C:19]1([N:25]=[C:26]=[O:27])[CH:24]=[CH:23][CH:22]=[CH:21][CH:20]=1. The catalyst is ClCCl. The product is [NH2:17][C:15]1[C:16]2[C:8]([C:5]3[CH:4]=[CH:3][C:2]([NH:1][C:26]([NH:25][C:19]4[CH:24]=[CH:23][CH:22]=[CH:21][CH:20]=4)=[O:27])=[CH:7][CH:6]=3)=[C:9]([CH3:18])[S:10][C:11]=2[N:12]=[CH:13][N:14]=1. The yield is 0.870. (3) The reactants are [NH2:1][C:2]1[CH:3]=[C:4]([NH:8][C:9]([NH:11][C:12]2[CH:17]=[CH:16][CH:15]=[CH:14][CH:13]=2)=[O:10])[CH:5]=[CH:6][CH:7]=1.C(N(CC)CC)C.[C:25]1([CH3:35])[CH:30]=[CH:29][C:28]([S:31](Cl)(=[O:33])=[O:32])=[CH:27][CH:26]=1. The catalyst is C(OCC)(=O)C. The product is [CH3:35][C:25]1[CH:30]=[CH:29][C:28]([S:31]([NH:1][C:2]2[CH:7]=[CH:6][CH:5]=[C:4]([NH:8][C:9]([NH:11][C:12]3[CH:13]=[CH:14][CH:15]=[CH:16][CH:17]=3)=[O:10])[CH:3]=2)(=[O:33])=[O:32])=[CH:27][CH:26]=1. The yield is 0.430. (4) The reactants are [CH2:1]([N:8]1[C:12](=[O:13])[C:11]2([CH2:18][CH2:17][N:16](C(OC(C)(C)C)=O)[CH2:15][CH2:14]2)[N:10]([C:26]2[CH:31]=[CH:30][CH:29]=[CH:28][CH:27]=2)[CH2:9]1)[C:2]1[CH:7]=[CH:6][CH:5]=[CH:4][CH:3]=1.[F:32][C:33]([F:38])([F:37])[C:34]([OH:36])=[O:35]. No catalyst specified. The product is [F:32][C:33]([F:38])([F:37])[C:34]([OH:36])=[O:35].[CH2:1]([N:8]1[C:12](=[O:13])[C:11]2([CH2:18][CH2:17][NH:16][CH2:15][CH2:14]2)[N:10]([C:26]2[CH:31]=[CH:30][CH:29]=[CH:28][CH:27]=2)[CH2:9]1)[C:2]1[CH:3]=[CH:4][CH:5]=[CH:6][CH:7]=1. The yield is 0.910. (5) The catalyst is C1C=CC(P(C2C=CC=CC=2)[C-]2C=CC=C2)=CC=1.C1C=CC(P(C2C=CC=CC=2)[C-]2C=CC=C2)=CC=1.[Fe+2].O. The product is [C:7]1([CH:6]([OH:13])[CH:14]=[CH2:15])[CH:12]=[CH:11][CH:10]=[CH:9][CH:8]=1. The yield is 1.00. The reactants are CN(C=O)C.[CH:6](=[O:13])[C:7]1[CH:12]=[CH:11][CH:10]=[CH:9][CH:8]=1.[CH:14]([Si](OC)(OC)OC)=[CH2:15].[F-].C([N+](CCCC)(CCCC)CCCC)CCC. (6) The reactants are Br[C:2]1[CH:3]=[CH:4][C:5]2[N:9]=[N:8][N:7]([C@@H:10]([C:12]3[CH:17]=[CH:16][C:15]([Cl:18])=[CH:14][C:13]=3[C:19]([F:22])([F:21])[F:20])[CH3:11])[C:6]=2[CH:23]=1.C(O[C:29]([N:31]1[CH2:36][CH:35]=[C:34](B(O)O)[CH2:33][CH2:32]1)=[O:30])(C)(C)C.C(=O)([O-])[O-].[K+].[K+]. The catalyst is C1C=CC([P]([Pd]([P](C2C=CC=CC=2)(C2C=CC=CC=2)C2C=CC=CC=2)([P](C2C=CC=CC=2)(C2C=CC=CC=2)C2C=CC=CC=2)[P](C2C=CC=CC=2)(C2C=CC=CC=2)C2C=CC=CC=2)(C2C=CC=CC=2)C2C=CC=CC=2)=CC=1.C1(C)C=CC=CC=1.C(O)C. The product is [Cl:18][C:15]1[CH:16]=[CH:17][C:12]([C@H:10]([N:7]2[C:6]3[CH:23]=[C:2]([C:34]4[CH2:33][CH2:32][N:31]([C:29]([C@H:32]5[CH2:33][CH2:34][CH2:35][CH2:36][NH:31]5)=[O:30])[CH2:36][CH:35]=4)[CH:3]=[CH:4][C:5]=3[N:9]=[N:8]2)[CH3:11])=[C:13]([C:19]([F:22])([F:21])[F:20])[CH:14]=1. The yield is 0.830.